Dataset: Full USPTO retrosynthesis dataset with 1.9M reactions from patents (1976-2016). Task: Predict the reactants needed to synthesize the given product. (1) Given the product [O:8]1[CH2:9][CH2:10][CH2:11][CH:7]1[C@H:4]([NH2:1])[CH2:5][CH3:6], predict the reactants needed to synthesize it. The reactants are: [N:1]([CH:4]([C@H:7]1[CH2:11][CH2:10][CH2:9][O:8]1)[CH2:5][CH3:6])=[N+]=[N-].[H][H]. (2) Given the product [NH2:1][C:2]1[C:3]2[N:4]([C:8]([CH:12]3[C:17]4([CH2:29][CH2:28][N:14]([C:18]([O:20][CH2:21][C:22]5[CH:27]=[CH:26][CH:25]=[CH:24][CH:23]=5)=[O:19])[CH2:15][CH2:16]4)[CH2:13]3)=[N:9][C:10]=2[Br:11])[CH:5]=[CH:6][N:7]=1, predict the reactants needed to synthesize it. The reactants are: [NH2:1][C:2]1[C:3]2[N:4]([C:8]([C@@H:12]3[CH2:17][CH2:16][CH2:15][N:14]([C:18]([O:20][CH2:21][C:22]4[CH:27]=[CH:26][CH:25]=[CH:24][CH:23]=4)=[O:19])[CH2:13]3)=[N:9][C:10]=2[Br:11])[CH:5]=[CH:6][N:7]=1.[CH2:28](OC(N1CCC2(C(C(O)=O)C2)CC1)=O)[C:29]1C=CC=CC=1. (3) Given the product [NH:1]1[C:9]2[C:4](=[CH:5][C:6]([C:10]3[C:18]4[C:13](=[N:14][CH:15]=[C:16]([C:19]5[CH:20]=[CH:21][C:22]([CH2:23][N:40]6[CH2:41][CH2:42][N:37]([C:43]([O:45][C:46]([CH3:49])([CH3:48])[CH3:47])=[O:44])[CH2:38][CH2:39]6)=[CH:25][CH:26]=5)[CH:17]=4)[N:12]([S:27]([C:30]4[CH:31]=[CH:32][C:33]([CH3:34])=[CH:35][CH:36]=4)(=[O:29])=[O:28])[CH:11]=3)=[CH:7][CH:8]=2)[CH:3]=[CH:2]1, predict the reactants needed to synthesize it. The reactants are: [NH:1]1[C:9]2[C:4](=[CH:5][C:6]([C:10]3[C:18]4[C:13](=[N:14][CH:15]=[C:16]([C:19]5[CH:26]=[CH:25][C:22]([CH:23]=O)=[CH:21][CH:20]=5)[CH:17]=4)[N:12]([S:27]([C:30]4[CH:36]=[CH:35][C:33]([CH3:34])=[CH:32][CH:31]=4)(=[O:29])=[O:28])[CH:11]=3)=[CH:7][CH:8]=2)[CH:3]=[CH:2]1.[N:37]1([C:43]([O:45][C:46]([CH3:49])([CH3:48])[CH3:47])=[O:44])[CH2:42][CH2:41][NH:40][CH2:39][CH2:38]1.C(O[BH-](OC(=O)C)OC(=O)C)(=O)C.[Na+]. (4) Given the product [NH2:31][C:22]1[N:23]=[C:24]2[C:28]([N:27]=[CH:26][N:25]2[CH:2]([C:4]2[O:5][C:6](=[O:20])[C:7]3[C:12]([C:13]=2[C:14]2[CH:19]=[CH:18][CH:17]=[CH:16][CH:15]=2)=[CH:11][CH:10]=[CH:9][CH:8]=3)[CH3:3])=[C:29]([NH2:30])[N:21]=1, predict the reactants needed to synthesize it. The reactants are: Br[CH:2]([C:4]1[O:5][C:6](=[O:20])[C:7]2[C:12]([C:13]=1[C:14]1[CH:19]=[CH:18][CH:17]=[CH:16][CH:15]=1)=[CH:11][CH:10]=[CH:9][CH:8]=2)[CH3:3].[N:21]1[C:29]([NH2:30])=[C:28]2[C:24]([NH:25][CH:26]=[N:27]2)=[N:23][C:22]=1[NH2:31]. (5) Given the product [Cl:1][C:2]1[CH:3]=[CH:4][C:5]([O:23][CH2:31][CH2:30][CH:27]2[CH2:28][CH2:29][O:24][CH2:25][CH2:26]2)=[C:6]([CH:22]=1)[C:7]([NH:9][C@H:10]([C:12]1[CH:21]=[CH:20][C:15]([C:16]([O:18][CH3:19])=[O:17])=[CH:14][CH:13]=1)[CH3:11])=[O:8], predict the reactants needed to synthesize it. The reactants are: [Cl:1][C:2]1[CH:3]=[CH:4][C:5]([OH:23])=[C:6]([CH:22]=1)[C:7]([NH:9][C@H:10]([C:12]1[CH:21]=[CH:20][C:15]([C:16]([O:18][CH3:19])=[O:17])=[CH:14][CH:13]=1)[CH3:11])=[O:8].[O:24]1[CH2:29][CH2:28][CH:27]([CH2:30][CH2:31]O)[CH2:26][CH2:25]1.